From a dataset of Reaction yield outcomes from USPTO patents with 853,638 reactions. Predict the reaction yield, written as a fraction of the theoretical maximum amount of product (1.0 means a 100% yield; for example, 0.34 means a 34% yield). (1) The reactants are Cl.[CH3:2][N:3]([CH3:10])[CH2:4]/[CH:5]=[CH:6]/[C:7](O)=[O:8].C(Cl)(=O)C(Cl)=O.[I:17][C:18]1[C:26]2[C:21](=[N:22][CH:23]=[N:24][C:25]=2[NH:27]C(=O)OC(C)(C)C)[N:20]([C:35]2[CH:40]=[CH:39][C:38]([NH:41][CH3:42])=[CH:37][N:36]=2)[N:19]=1.C(O)(C(F)(F)F)=O. The catalyst is C(Cl)Cl.CN(C=O)C. The product is [NH2:27][C:25]1[N:24]=[CH:23][N:22]=[C:21]2[N:20]([C:35]3[N:36]=[CH:37][C:38]([N:41]([CH3:42])[C:7](=[O:8])/[CH:6]=[CH:5]/[CH2:4][N:3]([CH3:10])[CH3:2])=[CH:39][CH:40]=3)[N:19]=[C:18]([I:17])[C:26]=12. The yield is 0.730. (2) The reactants are [CH3:1][N:2]1[CH2:6][CH2:5][CH2:4][CH2:3]1.[O:7](C)[S:8]([C:11]([F:14])([F:13])[F:12])(=[O:10])=[O:9]. The catalyst is CCCCCC. The product is [F:12][C:11]([F:14])([F:13])[S:8]([O-:10])(=[O:9])=[O:7].[CH3:1][N+:2]1([CH3:11])[CH2:6][CH2:5][CH2:4][CH2:3]1. The yield is 0.991. (3) The reactants are [Br:1][C:2]1[CH:7]=[CH:6][CH:5]=[C:4]([CH2:8]Cl)[N:3]=1.[CH2:10]([O:12][C:13]([CH:15]1[CH2:20][CH2:19][N:18]([C:21](=[S:23])[NH2:22])[CH2:17][CH2:16]1)=[O:14])[CH3:11].[CH2:24](N(CC)CC)C. The catalyst is C(O)C. The product is [CH2:10]([O:12][C:13]([CH:15]1[CH2:20][CH2:19][N:18]([C:21]2[S:23][C:8]([C:4]3[CH:5]=[CH:6][CH:7]=[C:2]([Br:1])[N:3]=3)=[CH:24][N:22]=2)[CH2:17][CH2:16]1)=[O:14])[CH3:11]. The yield is 0.650.